Dataset: Forward reaction prediction with 1.9M reactions from USPTO patents (1976-2016). Task: Predict the product of the given reaction. (1) The product is: [C:9]([O:12][C:13]1[CH:30]=[CH:29][C:28]([Br:31])=[CH:27][C:14]=1[C:15]([NH:17][C:18]1[S:19][C:20]([Br:1])=[C:21]([C:23]([CH3:26])([CH3:25])[CH3:24])[N:22]=1)=[O:16])(=[O:11])[CH3:10]. Given the reactants [Br:1]N1C(=O)CCC1=O.[C:9]([O:12][C:13]1[CH:30]=[CH:29][C:28]([Br:31])=[CH:27][C:14]=1[C:15]([NH:17][C:18]1[S:19][CH:20]=[C:21]([C:23]([CH3:26])([CH3:25])[CH3:24])[N:22]=1)=[O:16])(=[O:11])[CH3:10], predict the reaction product. (2) Given the reactants [Cl:1][C:2]1[C:11]2[CH:10]=[CH:9][CH:8]=[CH:7][C:6]=2[C:5]2[O:12]CN=C[C:4]=2[N:3]=1, predict the reaction product. The product is: [Cl:1][C:2]1[C:11]2[C:6](=[CH:7][CH:8]=[CH:9][CH:10]=2)[C:5]([OH:12])=[CH:4][N:3]=1. (3) The product is: [Br:1][C:2]1[C:10]2[O:11][CH2:12][CH2:13][C:9]=2[C:8]2/[C:7](=[CH:21]/[C:22]#[N:23])/[CH2:6][CH2:5][C:4]=2[C:3]=1[Br:15]. Given the reactants [Br:1][C:2]1[C:10]2[O:11][CH2:12][CH2:13][C:9]=2[C:8]2[C:7](=O)[CH2:6][CH2:5][C:4]=2[C:3]=1[Br:15].CCOP(OCC)([CH2:21][C:22]#[N:23])=O.C[O-].[Na+].O, predict the reaction product. (4) Given the reactants Br.Br.Br.[NH2:4][C:5]1[S:6][CH:7]=[C:8]([CH2:10][C:11]([N:13]2[CH2:18][CH2:17][N:16]([CH:19]3[CH2:24][CH2:23][N:22]([CH3:25])[CH2:21][CH2:20]3)[CH2:15][CH2:14]2)=[O:12])[N:9]=1.[Cl:26][C:27]1[S:31][C:30]([C:32](O)=[O:33])=[CH:29][CH:28]=1, predict the reaction product. The product is: [CH3:25][N:22]1[CH2:23][CH2:24][CH:19]([N:16]2[CH2:15][CH2:14][N:13]([C:11](=[O:12])[CH2:10][C:8]3[N:9]=[C:5]([NH:4][C:32]([C:30]4[S:31][C:27]([Cl:26])=[CH:28][CH:29]=4)=[O:33])[S:6][CH:7]=3)[CH2:18][CH2:17]2)[CH2:20][CH2:21]1. (5) Given the reactants [Cl:1][C:2]1[CH:10]=[CH:9][C:8]2[NH:7][C:6]3[CH2:11][CH2:12][N:13]([CH3:15])[CH2:14][C:5]=3[C:4]=2[CH:3]=1.P([O-])([O-])([O-])=O.[K+].[K+].[K+].N1CCC[C@H]1C(O)=O.Br[CH:33]=[C:34]([C:36]1[S:37][CH:38]=[CH:39][CH:40]=1)[CH3:35], predict the reaction product. The product is: [Cl:1][C:2]1[CH:10]=[CH:9][C:8]2[N:7](/[CH:33]=[C:34](/[C:36]3[S:37][CH:38]=[CH:39][CH:40]=3)\[CH3:35])[C:6]3[CH2:11][CH2:12][N:13]([CH3:15])[CH2:14][C:5]=3[C:4]=2[CH:3]=1.